From a dataset of Forward reaction prediction with 1.9M reactions from USPTO patents (1976-2016). Predict the product of the given reaction. Given the reactants [C:1]([OH:6])(=[O:5])[C:2]([CH3:4])=[CH2:3].C(OC(=O)C)(=[O:9])C.[CH3:18][C:19]1([CH3:23])N([O])[C:19]([CH3:23])([CH3:22])[CH2:18]C(O)[CH2:22]1, predict the reaction product. The product is: [C:1]([O:6][C:18](=[O:9])[C:19]([CH3:22])=[CH2:23])(=[O:5])[C:2]([CH3:4])=[CH2:3].